From a dataset of Reaction yield outcomes from USPTO patents with 853,638 reactions. Predict the reaction yield, written as a fraction of the theoretical maximum amount of product (1.0 means a 100% yield; for example, 0.34 means a 34% yield). (1) The reactants are [N+:1]([C:4]1(O)[CH:9]=[CH:8][CH:7]=[CH:6][CH:5]1[O:10]C)([O-:3])=[O:2].CN([CH:16]=[O:17])C.N#N.Br[CH:21]([CH3:23])[CH3:22]. No catalyst specified. The product is [CH:21]([O:10][C:5]1[C:6]([O:17][CH3:16])=[CH:7][CH:8]=[CH:9][C:4]=1[N+:1]([O-:3])=[O:2])([CH3:23])[CH3:22]. The yield is 0.980. (2) The reactants are [Cl:1][C:2]1[CH:3]=[C:4]([CH:24]=[CH:25][CH:26]=1)[CH2:5][O:6][C:7]1[CH:16]=[C:15]2[C:10]([CH2:11][CH:12]([CH2:18][C:19](OCC)=[O:20])[C:13](=[O:17])[NH:14]2)=[CH:9][CH:8]=1.[NH3:27]. The catalyst is CO. The product is [Cl:1][C:2]1[CH:3]=[C:4]([CH:24]=[CH:25][CH:26]=1)[CH2:5][O:6][C:7]1[CH:16]=[C:15]2[C:10]([CH2:11][CH:12]([CH2:18][C:19]([NH2:27])=[O:20])[C:13](=[O:17])[NH:14]2)=[CH:9][CH:8]=1. The yield is 0.600. (3) The reactants are Cl[C:2]1[N:7]=[N:6][C:5]([C:8]([NH2:10])=[O:9])=[C:4]([NH:11][C:12]2[CH:17]=[C:16]([CH3:18])[CH:15]=[C:14]([CH2:19][CH2:20][CH3:21])[N:13]=2)[CH:3]=1.[NH2:22][C@@H:23]1[CH2:28][CH2:27][CH2:26][CH2:25][C@@H:24]1[NH:29][C:30](=[O:36])[O:31][C:32]([CH3:35])([CH3:34])[CH3:33]. The catalyst is CN1C(=O)CCC1.C(OCC)(=O)C.[Cl-].[Na+].O. The product is [C:8]([C:5]1[N:6]=[N:7][C:2]([NH:22][C@@H:23]2[CH2:28][CH2:27][CH2:26][CH2:25][C@@H:24]2[NH:29][C:30](=[O:36])[O:31][C:32]([CH3:34])([CH3:33])[CH3:35])=[CH:3][C:4]=1[NH:11][C:12]1[CH:17]=[C:16]([CH3:18])[CH:15]=[C:14]([CH2:19][CH2:20][CH3:21])[N:13]=1)(=[O:9])[NH2:10]. The yield is 0.430. (4) The reactants are C(OC([N:8]1[CH2:17][CH2:16][C:15]2[C:10](=[CH:11][C:12]([C:18]#[C:19][C:20]3[CH:25]=[C:24]([C:26]4[C:30]5[CH2:31][N:32]([S:35]([CH3:38])(=[O:37])=[O:36])[CH2:33][CH2:34][C:29]=5[N:28]([CH2:39][CH:40]([OH:48])[CH2:41][N:42]5[CH2:47][CH2:46][CH2:45][CH2:44][CH2:43]5)[N:27]=4)[CH:23]=[CH:22][C:21]=3[Cl:49])=[CH:13][CH:14]=2)[CH2:9]1)=O)(C)(C)C.CCN(CC)CC. The catalyst is C1COCC1.[Cu]I. The product is [Cl:49][C:21]1[CH:22]=[CH:23][C:24]([C:26]2[C:30]3[CH2:31][N:32]([S:35]([CH3:38])(=[O:37])=[O:36])[CH2:33][CH2:34][C:29]=3[N:28]([CH2:39][CH:40]([OH:48])[CH2:41][N:42]3[CH2:47][CH2:46][CH2:45][CH2:44][CH2:43]3)[N:27]=2)=[CH:25][C:20]=1[C:19]#[C:18][C:12]1[CH:11]=[C:10]2[C:15]([CH2:16][CH2:17][NH:8][CH2:9]2)=[CH:14][CH:13]=1. The yield is 0.870.